Task: Predict the reaction yield, written as a fraction of the theoretical maximum amount of product (1.0 means a 100% yield; for example, 0.34 means a 34% yield).. Dataset: Reaction yield outcomes from USPTO patents with 853,638 reactions The reactants are [Cl:1][C:2]1[CH:7]=[CH:6][C:5]([C:8]2[C:17]3[C:12](=[CH:13][CH:14]=[C:15]([C:18](O)=[O:19])[CH:16]=3)[CH:11]=[N:10][CH:9]=2)=[CH:4][CH:3]=1.F[B-](F)(F)F.N1(OC(N(C)C)=[N+](C)C)C2C=CC=CC=2N=N1.C(N(CC)C(C)C)(C)C.[NH2:52][C:53]([CH3:57])([CH3:56])[CH2:54][OH:55]. The catalyst is CN(C)C=O. The yield is 0.440. The product is [Cl:1][C:2]1[CH:3]=[CH:4][C:5]([C:8]2[C:17]3[C:12](=[CH:13][CH:14]=[C:15]([C:18]([NH:52][C:53]([CH3:57])([CH3:56])[CH2:54][OH:55])=[O:19])[CH:16]=3)[CH:11]=[N:10][CH:9]=2)=[CH:6][CH:7]=1.